From a dataset of NCI-60 drug combinations with 297,098 pairs across 59 cell lines. Regression. Given two drug SMILES strings and cell line genomic features, predict the synergy score measuring deviation from expected non-interaction effect. (1) Drug 1: C1=CC(=CC=C1CCCC(=O)O)N(CCCl)CCCl. Drug 2: C1=NC2=C(N1)C(=S)N=CN2. Cell line: HOP-92. Synergy scores: CSS=18.8, Synergy_ZIP=-17.2, Synergy_Bliss=-31.9, Synergy_Loewe=-27.3, Synergy_HSA=-25.6. (2) Drug 2: CC1=C(C=C(C=C1)NC(=O)C2=CC=C(C=C2)CN3CCN(CC3)C)NC4=NC=CC(=N4)C5=CN=CC=C5. Synergy scores: CSS=29.8, Synergy_ZIP=-6.22, Synergy_Bliss=-1.98, Synergy_Loewe=-2.75, Synergy_HSA=-2.16. Drug 1: CC(CN1CC(=O)NC(=O)C1)N2CC(=O)NC(=O)C2. Cell line: HCT-15. (3) Drug 1: C1CN1C2=NC(=NC(=N2)N3CC3)N4CC4. Drug 2: C(=O)(N)NO. Cell line: HL-60(TB). Synergy scores: CSS=47.4, Synergy_ZIP=9.78, Synergy_Bliss=14.1, Synergy_Loewe=-27.3, Synergy_HSA=1.30. (4) Drug 1: C1=CC(=CC=C1CCC2=CNC3=C2C(=O)NC(=N3)N)C(=O)NC(CCC(=O)O)C(=O)O. Drug 2: CCCS(=O)(=O)NC1=C(C(=C(C=C1)F)C(=O)C2=CNC3=C2C=C(C=N3)C4=CC=C(C=C4)Cl)F. Cell line: TK-10. Synergy scores: CSS=26.0, Synergy_ZIP=0.825, Synergy_Bliss=-3.79, Synergy_Loewe=-13.7, Synergy_HSA=-2.87. (5) Drug 1: CCC1=CC2CC(C3=C(CN(C2)C1)C4=CC=CC=C4N3)(C5=C(C=C6C(=C5)C78CCN9C7C(C=CC9)(C(C(C8N6C)(C(=O)OC)O)OC(=O)C)CC)OC)C(=O)OC.C(C(C(=O)O)O)(C(=O)O)O. Drug 2: C1=C(C(=O)NC(=O)N1)N(CCCl)CCCl. Cell line: SK-OV-3. Synergy scores: CSS=52.4, Synergy_ZIP=-5.12, Synergy_Bliss=-6.98, Synergy_Loewe=-16.2, Synergy_HSA=-5.08. (6) Drug 1: CN1CCC(CC1)COC2=C(C=C3C(=C2)N=CN=C3NC4=C(C=C(C=C4)Br)F)OC. Drug 2: C1=NC(=NC(=O)N1C2C(C(C(O2)CO)O)O)N. Cell line: SNB-19. Synergy scores: CSS=2.30, Synergy_ZIP=-1.79, Synergy_Bliss=1.34, Synergy_Loewe=0.452, Synergy_HSA=0.868. (7) Drug 1: CCCS(=O)(=O)NC1=C(C(=C(C=C1)F)C(=O)C2=CNC3=C2C=C(C=N3)C4=CC=C(C=C4)Cl)F. Drug 2: C1=CC(=CC=C1CC(C(=O)O)N)N(CCCl)CCCl.Cl. Cell line: IGROV1. Synergy scores: CSS=13.1, Synergy_ZIP=-7.01, Synergy_Bliss=-3.58, Synergy_Loewe=-11.7, Synergy_HSA=-3.46.